Dataset: Full USPTO retrosynthesis dataset with 1.9M reactions from patents (1976-2016). Task: Predict the reactants needed to synthesize the given product. (1) The reactants are: [CH2:1]([O:3][C:4]([C:6]1[CH:10]=[C:9]([C:11]([O:13][CH2:14][CH3:15])=[O:12])[NH:8][N:7]=1)=[O:5])[CH3:2].[H-].[Na+].Br[CH2:19][C:20]([NH:22][C:23]1[CH:28]=[CH:27][C:26]([Cl:29])=[CH:25][N:24]=1)=[O:21]. Given the product [CH2:14]([O:13][C:11]([C:9]1[CH:10]=[C:6]([C:4]([O:3][CH2:1][CH3:2])=[O:5])[N:7]([CH2:19][C:20](=[O:21])[NH:22][C:23]2[CH:28]=[CH:27][C:26]([Cl:29])=[CH:25][N:24]=2)[N:8]=1)=[O:12])[CH3:15], predict the reactants needed to synthesize it. (2) Given the product [NH2:28][C@H:29]([C:31]([C:2]1([NH2:1])[N:8]=[C:7]([N:9]2[CH2:14][CH2:13][CH2:12][CH2:11][CH2:10]2)[C:6]2[CH:15]=[CH:16][CH:17]=[CH:18][C:5]=2[N:4]([CH3:19])[C:3]1=[O:20])=[O:32])[CH3:30], predict the reactants needed to synthesize it. The reactants are: [NH2:1][CH:2]1[N:8]=[C:7]([N:9]2[CH2:14][CH2:13][CH2:12][CH2:11][CH2:10]2)[C:6]2[CH:15]=[CH:16][CH:17]=[CH:18][C:5]=2[N:4]([CH3:19])[C:3]1=[O:20].C([NH:28][C@H:29]([C:31](O)=[O:32])[CH3:30])(OC(C)(C)C)=O. (3) Given the product [CH2:33]([O:34][C:35](=[O:36])[NH:27][C:9]1[CH:8]=[C:7]([C:1]2[CH:2]=[CH:3][CH:4]=[CH:5][CH:6]=2)[N:11]([C:12]2[CH:13]=[CH:14][C:15]([S:18](=[O:20])(=[O:21])[NH2:19])=[CH:16][CH:17]=2)[N:10]=1)[CH3:32], predict the reactants needed to synthesize it. The reactants are: [C:1]1([C:7]2[N:11]([C:12]3[CH:17]=[CH:16][C:15]([S:18](=[O:21])(=[O:20])[NH2:19])=[CH:14][CH:13]=3)[N:10]=[C:9](C(O)=O)[CH:8]=2)[CH:6]=[CH:5][CH:4]=[CH:3][CH:2]=1.CC[N:27](CC)CC.[CH3:32][CH2:33][O:34][C:35](C)=[O:36].O. (4) The reactants are: [NH2:1][C:2](=[S:17])[CH2:3][N:4]1[C:8]([CH3:9])=[C:7]([C:10]([O:12]C(C)(C)C)=[O:11])[CH:6]=[N:5]1.Br[CH2:19][C:20]([C:22]1[CH:27]=[CH:26][CH:25]=[C:24]([C:28]([F:31])([F:30])[F:29])[CH:23]=1)=O. Given the product [CH3:9][C:8]1[N:4]([CH2:3][C:2]2[S:17][CH:19]=[C:20]([C:22]3[CH:27]=[CH:26][CH:25]=[C:24]([C:28]([F:29])([F:30])[F:31])[CH:23]=3)[N:1]=2)[N:5]=[CH:6][C:7]=1[C:10]([OH:12])=[O:11], predict the reactants needed to synthesize it. (5) Given the product [NH2:31][CH:21]([C:22]1[CH:27]=[CH:26][C:25]([N+:28]([O-:30])=[O:29])=[CH:24][CH:23]=1)[CH2:20][CH2:19][OH:18], predict the reactants needed to synthesize it. The reactants are: [Si]([O:18][CH2:19][CH2:20][CH:21]([N:31]=[N+]=[N-])[C:22]1[CH:27]=[CH:26][C:25]([N+:28]([O-:30])=[O:29])=[CH:24][CH:23]=1)(C(C)(C)C)(C1C=CC=CC=1)C1C=CC=CC=1.C(S)CCS.C(N(CC)CC)C. (6) The reactants are: C([O:8][C:9]1[C:14]2[C:15]([NH:34][C:35]3[CH:40]=[CH:39][N:38]=[C:37]([F:41])[CH:36]=3)=[N:16][N:17]([C:18]3([CH2:31][C:32]#[N:33])[CH2:23][CH2:22][N:21](C(OC(C)(C)C)=O)[CH2:20][CH2:19]3)[C:13]=2[CH:12]=[CH:11][N:10]=1)C1C=CC=CC=1.C(O)(C(F)(F)F)=O. Given the product [F:41][C:37]1[CH:36]=[C:35]([NH:34][C:15]2[C:14]3[C:9](=[O:8])[NH:10][CH:11]=[CH:12][C:13]=3[N:17]([C:18]3([CH2:31][C:32]#[N:33])[CH2:19][CH2:20][NH:21][CH2:22][CH2:23]3)[N:16]=2)[CH:40]=[CH:39][N:38]=1, predict the reactants needed to synthesize it. (7) Given the product [Cl:1][C:2]1[CH:7]=[C:6]([C:8]2[N:13]=[N:12][C:11]([O:28][CH2:27][C:24]3[CH:23]=[CH:22][C:21]([CH:20]([O:19][CH3:18])[O:29][CH3:30])=[CH:26][CH:25]=3)=[N:10][CH:9]=2)[CH:5]=[C:4]([Cl:16])[C:3]=1[OH:17], predict the reactants needed to synthesize it. The reactants are: [Cl:1][C:2]1[CH:7]=[C:6]([C:8]2[N:13]=[N:12][C:11](SC)=[N:10][CH:9]=2)[CH:5]=[C:4]([Cl:16])[C:3]=1[OH:17].[CH3:18][O:19][CH:20]([O:29][CH3:30])[C:21]1[CH:26]=[CH:25][C:24]([CH2:27][OH:28])=[CH:23][CH:22]=1.CC(C)([O-])C.[K+].P([O-])([O-])([O-])=O. (8) Given the product [NH2:14][C@H:3]([C:4]1[CH:9]=[CH:8][CH:7]=[C:6]([C:10]([F:11])([F:12])[F:13])[CH:5]=1)[CH2:2][OH:1], predict the reactants needed to synthesize it. The reactants are: [OH:1][CH2:2][C@H:3]([NH:14]C(=O)OCC1C=CC=CC=1)[C:4]1[CH:9]=[CH:8][CH:7]=[C:6]([C:10]([F:13])([F:12])[F:11])[CH:5]=1.